From a dataset of Blood-brain barrier permeability classification from the B3DB database. Regression/Classification. Given a drug SMILES string, predict its absorption, distribution, metabolism, or excretion properties. Task type varies by dataset: regression for continuous measurements (e.g., permeability, clearance, half-life) or binary classification for categorical outcomes (e.g., BBB penetration, CYP inhibition). Dataset: b3db_classification. (1) The molecule is CCN(CC)CCNC(=O)c1cc(Br)c(N)cc1OC. The result is 1 (penetrates BBB). (2) The drug is COCCc1ccc(OC[C@@H](O)CNC(C)C)cc1. The result is 1 (penetrates BBB). (3) The molecule is COc1ccc(C(C)(C)C)cc1CN[C@H]1CCCN[C@H]1c1ccccc1. The result is 1 (penetrates BBB).